From a dataset of Reaction yield outcomes from USPTO patents with 853,638 reactions. Predict the reaction yield, written as a fraction of the theoretical maximum amount of product (1.0 means a 100% yield; for example, 0.34 means a 34% yield). The reactants are C(O[C@H]1C2C(=CC(OCCC)=CC=2)[C@@H](N)C1)C=C.[CH3:19][O:20][C:21]([CH:23](P(OC)(OC)=O)[NH:24][C:25]([O:27][CH2:28][C:29]1[CH:34]=[CH:33][CH:32]=[CH:31][CH:30]=1)=[O:26])=[O:22].CN(C)C(=N)N(C)C.[Cl:49][C:50]1[CH:51]=[C:52]([CH:55]=[C:56]([Cl:58])[CH:57]=1)[CH:53]=O. The catalyst is C1COCC1. The product is [CH2:28]([O:27][C:25]([NH:24]/[C:23](=[CH:53]\[C:52]1[CH:51]=[C:50]([Cl:49])[CH:57]=[C:56]([Cl:58])[CH:55]=1)/[C:21]([O:20][CH3:19])=[O:22])=[O:26])[C:29]1[CH:30]=[CH:31][CH:32]=[CH:33][CH:34]=1. The yield is 0.860.